From a dataset of Full USPTO retrosynthesis dataset with 1.9M reactions from patents (1976-2016). Predict the reactants needed to synthesize the given product. (1) Given the product [Br:1][C:2]1[CH:3]=[CH:4][C:5](=[O:15])[N:6]([CH:8]([CH3:14])[C:9]([OH:11])=[O:10])[CH:7]=1, predict the reactants needed to synthesize it. The reactants are: [Br:1][C:2]1[CH:3]=[CH:4][C:5](=[O:15])[N:6]([CH:8]([CH3:14])[C:9]([O:11]CC)=[O:10])[CH:7]=1.[OH-].[Na+].Cl. (2) Given the product [Br:5][CH2:6][CH2:7][CH2:8][CH2:9][CH2:10][C:11]([O:13][CH3:14])=[O:12], predict the reactants needed to synthesize it. The reactants are: S(Cl)(Cl)=O.[Br:5][CH2:6][CH2:7][CH2:8][CH2:9][CH2:10][C:11]([OH:13])=[O:12].[CH3:14]O. (3) The reactants are: Cl.Cl.Cl.[NH:4]([C:6]1[CH:11]=[C:10]([C:12]2[CH:17]=[CH:16][CH:15]=[CH:14][CH:13]=2)[N:9]=[C:8]([CH3:18])[N:7]=1)[NH2:5].C(N(C(C)C)CC)(C)C.[CH3:28][C:29]([C:31]1[CH:36]=[CH:35][C:34]([N:37]([CH3:39])[CH3:38])=[CH:33][CH:32]=1)=O. Given the product [CH3:38][N:37]([CH3:39])[C:34]1[CH:35]=[CH:36][C:31]([C:29](=[N:5][NH:4][C:6]2[CH:11]=[C:10]([C:12]3[CH:17]=[CH:16][CH:15]=[CH:14][CH:13]=3)[N:9]=[C:8]([CH3:18])[N:7]=2)[CH3:28])=[CH:32][CH:33]=1, predict the reactants needed to synthesize it. (4) Given the product [C:31]1([C:29]2[N:30]=[C:26]([CH2:25][CH2:24][CH2:23][NH2:20])[S:27][CH:28]=2)[CH:32]=[CH:33][CH:34]=[CH:35][CH:36]=1, predict the reactants needed to synthesize it. The reactants are: C1(P(C2C=CC=CC=2)C2C=CC=CC=2)C=CC=CC=1.[N:20]([CH2:23][CH2:24][CH2:25][C:26]1[S:27][CH:28]=[C:29]([C:31]2[CH:36]=[CH:35][CH:34]=[CH:33][CH:32]=2)[N:30]=1)=[N+]=[N-]. (5) Given the product [NH:20]([C:18]1[N:19]=[C:14]2[CH:13]=[CH:12][N:11]([S:1]([C:4]3[CH:10]=[CH:9][C:7]([CH3:8])=[CH:6][CH:5]=3)(=[O:2])=[O:3])[C:15]2=[N:16][CH:17]=1)[NH2:21], predict the reactants needed to synthesize it. The reactants are: [S:1]([N:11]1[C:15]2=[N:16][CH:17]=[C:18]([NH:20][NH:21]C(OC(C)(C)C)=O)[N:19]=[C:14]2[CH:13]=[CH:12]1)([C:4]1[CH:10]=[CH:9][C:7]([CH3:8])=[CH:6][CH:5]=1)(=[O:3])=[O:2].S(N1C2=NC=C(N(C(OC(C)(C)C)=O)N)N=C2C=C1)(C1C=CC(C)=CC=1)(=O)=O.Cl. (6) Given the product [Br:13][CH2:1][C:2]1[CH:9]=[CH:8][C:5]([C:6]#[N:7])=[CH:4][C:3]=1[N+:10]([O-:12])=[O:11], predict the reactants needed to synthesize it. The reactants are: [CH3:1][C:2]1[CH:9]=[CH:8][C:5]([C:6]#[N:7])=[CH:4][C:3]=1[N+:10]([O-:12])=[O:11].[Br:13]N1C(=O)CCC1=O.N(C(C)(C)C#N)=NC(C)(C)C#N.O. (7) Given the product [CH3:35][C:31]1[CH:30]=[CH:15][C:22]([S:23]([O:1][CH2:2][CH:3]2[CH2:4][C:5](=[O:14])[N:6]([C@H:8]([C:9]([NH2:11])=[O:10])[CH2:12][CH3:13])[CH2:7]2)(=[O:25])=[O:24])=[CH:33][CH:32]=1, predict the reactants needed to synthesize it. The reactants are: [OH:1][CH2:2][CH:3]1[CH2:7][N:6]([C@@H:8]([CH2:12][CH3:13])[C:9]([NH2:11])=[O:10])[C:5](=[O:14])[CH2:4]1.[CH2:15](N(CC)CC)C.[CH3:22][S:23](Cl)(=[O:25])=[O:24].N([CH2:30][CH:31]1[CH2:35]N([C@@H](CC)C(N)=O)[C:33](=O)[CH2:32]1)=[N+]=[N-]. (8) Given the product [Cl:24][C:21]1[CH:22]=[CH:23][C:18]([C:7]2[N:8]([CH2:11][C@H:12]([OH:17])[C:13]([F:16])([F:14])[F:15])[C:9](=[O:10])[N:5]([CH2:4][C:3]([OH:25])=[O:2])[N:6]=2)=[CH:19][CH:20]=1, predict the reactants needed to synthesize it. The reactants are: C[O:2][C:3](=[O:25])[CH2:4][N:5]1[C:9](=[O:10])[N:8]([CH2:11][C@H:12]([OH:17])[C:13]([F:16])([F:15])[F:14])[C:7]([C:18]2[CH:23]=[CH:22][C:21]([Cl:24])=[CH:20][CH:19]=2)=[N:6]1.[OH-].[Li+]. (9) Given the product [CH3:21][C:20]1[CH:22]=[CH:23][C:17]([S:14]([O:9][CH2:8][CH2:7][CH:5]2[CH2:4][O:3][C:2]([CH3:10])([CH3:1])[O:6]2)(=[O:16])=[O:15])=[CH:18][CH:19]=1, predict the reactants needed to synthesize it. The reactants are: [CH3:1][C:2]1([CH3:10])[O:6][CH:5]([CH2:7][CH2:8][OH:9])[CH2:4][O:3]1.ClCCl.[S:14](Cl)([C:17]1[CH:23]=[CH:22][C:20]([CH3:21])=[CH:19][CH:18]=1)(=[O:16])=[O:15].